From a dataset of Catalyst prediction with 721,799 reactions and 888 catalyst types from USPTO. Predict which catalyst facilitates the given reaction. (1) Reactant: [Br:1][C:2]1[CH:3]=[N:4][N:5]2[C:10]([OH:11])=[C:9]([C:12]([OH:14])=O)[CH:8]=[N:7][C:6]=12.[C:15]1([CH:21]2[CH2:26][CH2:25][NH:24][CH2:23][CH2:22]2)[CH:20]=[CH:19][CH:18]=[CH:17][CH:16]=1.C(N(CC)CC)C.C(OCC)(=O)C.Cl. Product: [Br:1][C:2]1[CH:3]=[N:4][N:5]2[C:10]([OH:11])=[C:9]([C:12]([N:24]3[CH2:25][CH2:26][CH:21]([C:15]4[CH:20]=[CH:19][CH:18]=[CH:17][CH:16]=4)[CH2:22][CH2:23]3)=[O:14])[CH:8]=[N:7][C:6]=12. The catalyst class is: 2. (2) Reactant: [C:1]([O:5][C:6](=[O:48])[N:7]([CH:9]1[CH2:14][CH2:13][CH:12]([N:15]([C:36]([C:38]2[S:42][C:41]3[CH:43]=[CH:44][CH:45]=[CH:46][C:40]=3[C:39]=2[Cl:47])=[O:37])[CH2:16][C:17]2[CH:18]=[C:19]([C:24]3[CH:29]=[CH:28][C:27]([C:30](=[O:35])[C:31]([F:34])([F:33])[F:32])=[CH:26][CH:25]=3)[CH:20]=[CH:21][C:22]=2[F:23])[CH2:11][CH2:10]1)[CH3:8])([CH3:4])([CH3:3])[CH3:2].[BH4-].[Na+].O. Product: [C:1]([O:5][C:6](=[O:48])[N:7]([CH:9]1[CH2:14][CH2:13][CH:12]([N:15]([C:36]([C:38]2[S:42][C:41]3[CH:43]=[CH:44][CH:45]=[CH:46][C:40]=3[C:39]=2[Cl:47])=[O:37])[CH2:16][C:17]2[CH:18]=[C:19]([C:24]3[CH:25]=[CH:26][C:27]([CH:30]([OH:35])[C:31]([F:33])([F:32])[F:34])=[CH:28][CH:29]=3)[CH:20]=[CH:21][C:22]=2[F:23])[CH2:11][CH2:10]1)[CH3:8])([CH3:4])([CH3:2])[CH3:3]. The catalyst class is: 2. (3) Product: [C:1]([SiH2:5][O:6][C:7]([CH3:17])([CH3:16])[CH:8]1[CH2:9][CH2:10][CH:11]([CH2:14][O:15][S:18]([C:21]2[CH:27]=[CH:26][C:24]([CH3:25])=[CH:23][CH:22]=2)(=[O:20])=[O:19])[CH2:12][CH2:13]1)([CH3:4])([CH3:3])[CH3:2]. Reactant: [C:1]([SiH2:5][O:6][C:7]([CH3:17])([CH3:16])[CH:8]1[CH2:13][CH2:12][CH:11]([CH2:14][OH:15])[CH2:10][CH2:9]1)([CH3:4])([CH3:3])[CH3:2].[S:18](Cl)([C:21]1[CH:27]=[CH:26][C:24]([CH3:25])=[CH:23][CH:22]=1)(=[O:20])=[O:19].N1C=CC=CC=1.CCOCC. The catalyst class is: 22. (4) Reactant: [CH2:1]([C:8]1[O:12][C:11]([C:13]2[CH:18]=[C:17]([F:19])[CH:16]=[CH:15][C:14]=2[F:20])=[N:10][C:9]=1[CH:21]([NH2:26])[C:22]([CH3:25])([CH3:24])[CH3:23])[C:2]1[CH:7]=[CH:6][CH:5]=[CH:4][CH:3]=1.[BH-](OC(C)=O)(OC(C)=O)OC(C)=O.[Na+].[F:41][C@@H:42]1[C@H:46]([CH:47]=O)[CH2:45][N:44]([C:49]([O:51][CH2:52][C:53]2[CH:58]=[CH:57][CH:56]=[CH:55][CH:54]=2)=[O:50])[CH2:43]1. Product: [CH2:1]([C:8]1[O:12][C:11]([C:13]2[CH:18]=[C:17]([F:19])[CH:16]=[CH:15][C:14]=2[F:20])=[N:10][C:9]=1[CH:21]([NH:26][CH2:47][C@H:46]1[C@@H:42]([F:41])[CH2:43][N:44]([C:49]([O:51][CH2:52][C:53]2[CH:58]=[CH:57][CH:56]=[CH:55][CH:54]=2)=[O:50])[CH2:45]1)[C:22]([CH3:23])([CH3:25])[CH3:24])[C:2]1[CH:3]=[CH:4][CH:5]=[CH:6][CH:7]=1. The catalyst class is: 2.